From a dataset of Forward reaction prediction with 1.9M reactions from USPTO patents (1976-2016). Predict the product of the given reaction. (1) The product is: [C:39]([C:37]1[CH:38]=[C:34]([NH:33][C:32]([NH:27][C@@H:20]2[C:21]3[C:26](=[CH:25][CH:24]=[CH:23][CH:22]=3)[C@H:17]([O:16][C:13]3[CH:14]=[CH:15][C:10]4[N:11]([C:7]([C@@H:3]5[CH2:4][CH2:5][CH2:6][N:2]5[CH3:1])=[N:8][N:9]=4)[CH:12]=3)[CH2:18][CH2:19]2)=[O:31])[N:35]([C:43]2[CH:48]=[CH:47][CH:46]=[C:45]([S:49][CH2:50][CH2:51][OH:52])[CH:44]=2)[N:36]=1)([CH3:42])([CH3:40])[CH3:41]. Given the reactants [CH3:1][N:2]1[CH2:6][CH2:5][CH2:4][C@H:3]1[C:7]1[N:11]2[CH:12]=[C:13]([O:16][C@H:17]3[C:26]4[C:21](=[CH:22][CH:23]=[CH:24][CH:25]=4)[C@@H:20]([NH2:27])[CH2:19][CH2:18]3)[CH:14]=[CH:15][C:10]2=[N:9][N:8]=1.ClC(Cl)(Cl)C[O:31][C:32](=O)[NH:33][C:34]1[N:35]([C:43]2[CH:48]=[CH:47][CH:46]=[C:45]([S:49][CH2:50][CH2:51][OH:52])[CH:44]=2)[N:36]=[C:37]([C:39]([CH3:42])([CH3:41])[CH3:40])[CH:38]=1.CCN(C(C)C)C(C)C, predict the reaction product. (2) Given the reactants [ClH:1].[F:2][C:3]1[C:4]([C:18]2[N:19]=[N:20][C:21]([N:24]([CH3:35])[CH:25]3[CH2:30][C:29]([CH3:32])([CH3:31])[NH:28][C:27]([CH3:34])([CH3:33])[CH2:26]3)=[CH:22][CH:23]=2)=[C:5]([OH:17])[CH:6]=[C:7]([C:9]2[CH:14]=[CH:13][N:12]=[C:11]([O:15]C)[CH:10]=2)[CH:8]=1.Cl.N1C=CC=CC=1.Cl, predict the reaction product. The product is: [ClH:1].[F:2][C:3]1[CH:8]=[C:7]([C:9]2[CH:14]=[CH:13][NH:12][C:11](=[O:15])[CH:10]=2)[CH:6]=[C:5]([OH:17])[C:4]=1[C:18]1[N:19]=[N:20][C:21]([N:24]([CH3:35])[CH:25]2[CH2:30][C:29]([CH3:31])([CH3:32])[NH:28][C:27]([CH3:34])([CH3:33])[CH2:26]2)=[CH:22][CH:23]=1. (3) Given the reactants Cl.[CH3:2][NH2:3].[CH3:4][C:5]1[CH:6]=[C:7]2[C:16](=[O:17])[O:15][C:14]([C:22]3[NH:26][C:25]4[CH:27]=[CH:28][C:29]([C:31]#[N:32])=[CH:30][C:24]=4[N:23]=3)([C:18]([F:21])([F:20])[F:19])[C:8]2=[C:9]2[C:13]=1[NH:12][CH:11]=[CH:10]2, predict the reaction product. The product is: [C:31]([C:29]1[CH:28]=[CH:27][C:25]2[NH:26][C:22]([C:14]([C:8]3[C:7]([C:16]([NH:3][CH3:2])=[O:17])=[CH:6][C:5]([CH3:4])=[C:13]4[C:9]=3[CH:10]=[CH:11][NH:12]4)([OH:15])[C:18]([F:19])([F:21])[F:20])=[N:23][C:24]=2[CH:30]=1)#[N:32].